Task: Predict which catalyst facilitates the given reaction.. Dataset: Catalyst prediction with 721,799 reactions and 888 catalyst types from USPTO (1) Product: [Cl:1][C:2]1[S:3][C:4]([CH2:7][NH:8][N:9]2[C:18]3[C:13](=[CH:14][CH:15]=[CH:16][CH:17]=3)[C:12]([OH:19])=[C:11]([C:20]3[NH:25][C:24]4[CH:26]=[CH:27][CH:28]=[CH:29][C:23]=4[S:22](=[O:30])(=[O:31])[N:21]=3)[C:10]2=[O:32])=[CH:5][N:6]=1. Reactant: [Cl:1][C:2]1[S:3][C:4]([CH:7]=[N:8][N:9]2[C:18]3[C:13](=[CH:14][CH:15]=[CH:16][CH:17]=3)[C:12]([OH:19])=[C:11]([C:20]3[NH:25][C:24]4[CH:26]=[CH:27][CH:28]=[CH:29][C:23]=4[S:22](=[O:31])(=[O:30])[N:21]=3)[C:10]2=[O:32])=[CH:5][N:6]=1.CO.[BH4-].[Li+].Cl. The catalyst class is: 30. (2) Reactant: [CH2:1]([Mg]Cl)[C:2]1[CH:7]=[CH:6][CH:5]=[CH:4][CH:3]=1.[O:10]=[C:11]1[CH2:16][CH2:15][N:14]([C:17]2[CH:24]=[CH:23][C:20]([C:21]#[N:22])=[CH:19][CH:18]=2)[CH2:13][CH2:12]1. Product: [CH2:1]([C:11]1([OH:10])[CH2:12][CH2:13][N:14]([C:17]2[CH:24]=[CH:23][C:20]([C:21]#[N:22])=[CH:19][CH:18]=2)[CH2:15][CH2:16]1)[C:2]1[CH:7]=[CH:6][CH:5]=[CH:4][CH:3]=1. The catalyst class is: 1. (3) Reactant: Br[C:2]1[N:6]2[N:7]=[C:8]([NH:27][CH:28]3[CH2:33][CH2:32][CH:31]([NH:34][C:35](=[O:41])[O:36][C:37]([CH3:40])([CH3:39])[CH3:38])[CH2:30][CH2:29]3)[CH:9]=[C:10]([N:11]([CH2:18][C:19]3[CH:24]=[CH:23][C:22]([O:25][CH3:26])=[CH:21][CH:20]=3)[C:12]3[CH:17]=[CH:16][CH:15]=[CH:14][CH:13]=3)[C:5]2=[N:4][CH:3]=1.[CH:42]1(B(O)O)[CH2:44][CH2:43]1.[O-]P([O-])([O-])=O.[K+].[K+].[K+].CCO. Product: [CH:42]1([C:2]2[N:6]3[N:7]=[C:8]([NH:27][CH:28]4[CH2:33][CH2:32][CH:31]([NH:34][C:35](=[O:41])[O:36][C:37]([CH3:40])([CH3:39])[CH3:38])[CH2:30][CH2:29]4)[CH:9]=[C:10]([N:11]([CH2:18][C:19]4[CH:24]=[CH:23][C:22]([O:25][CH3:26])=[CH:21][CH:20]=4)[C:12]4[CH:13]=[CH:14][CH:15]=[CH:16][CH:17]=4)[C:5]3=[N:4][CH:3]=2)[CH2:44][CH2:43]1. The catalyst class is: 109. (4) Reactant: [NH2:1][CH2:2][C:3]1[CH:4]=[C:5]([NH:23][C:24](=[O:27])[O:25][CH3:26])[CH:6]=[N:7][C:8]=1[S:9](=[O:22])(=[O:21])[NH:10][C:11]1[CH:12]=[CH:13][C:14]2[CH2:18][O:17][B:16]([OH:19])[C:15]=2[CH:20]=1.[O:28]([C:30]#[N:31])[K]. Product: [OH:19][B:16]1[C:15]2[CH:20]=[C:11]([NH:10][S:9]([C:8]3[N:7]=[CH:6][C:5]([NH:23][C:24](=[O:27])[O:25][CH3:26])=[CH:4][C:3]=3[CH2:2][NH:1][C:30]([NH2:31])=[O:28])(=[O:22])=[O:21])[CH:12]=[CH:13][C:14]=2[CH2:18][O:17]1. The catalyst class is: 313.